From a dataset of Forward reaction prediction with 1.9M reactions from USPTO patents (1976-2016). Predict the product of the given reaction. (1) Given the reactants [Cl:1][C:2]1[CH:3]=[CH:4][C:5]2[N:11]3[C:12]([C:15]([Cl:18])([F:17])[F:16])=[N:13][N:14]=[C:10]3[C@@H:9]([CH2:19][C:20]([NH:22][C@@H:23]([CH2:31][CH:32]([CH3:34])[CH3:33])[C:24]([O:26]C(C)(C)C)=[O:25])=[O:21])[O:8][C@H:7]([C:35]3[CH:40]=[CH:39][CH:38]=[C:37]([O:41][CH3:42])[C:36]=3[O:43][CH3:44])[C:6]=2[CH:45]=1.FC(F)(F)C(O)=O, predict the reaction product. The product is: [Cl:1][C:2]1[CH:3]=[CH:4][C:5]2[N:11]3[C:12]([C:15]([Cl:18])([F:17])[F:16])=[N:13][N:14]=[C:10]3[C@@H:9]([CH2:19][C:20]([NH:22][C@@H:23]([CH2:31][CH:32]([CH3:34])[CH3:33])[C:24]([OH:26])=[O:25])=[O:21])[O:8][C@H:7]([C:35]3[CH:40]=[CH:39][CH:38]=[C:37]([O:41][CH3:42])[C:36]=3[O:43][CH3:44])[C:6]=2[CH:45]=1. (2) Given the reactants Cl.[CH3:2][N:3]([CH3:8])[CH2:4][CH2:5][CH2:6]Cl.C1(C)C=CC=CC=1.[C:16]1([CH2:34][OH:35])[S:17][CH:18]=[C:19]2[C:25]=1[C:24]1[CH:26]=[CH:27][CH:28]=[CH:29][C:23]=1[O:22][C:21]1[CH:30]=[CH:31][CH:32]=[CH:33][C:20]2=1, predict the reaction product. The product is: [CH3:2][N:3]([CH3:8])[CH2:4][CH2:5][CH2:6][O:35][CH2:34][C:16]1[S:17][CH:18]=[C:19]2[C:25]=1[C:24]1[CH:26]=[CH:27][CH:28]=[CH:29][C:23]=1[O:22][C:21]1[CH:30]=[CH:31][CH:32]=[CH:33][C:20]2=1. (3) Given the reactants [C:1]([C:3]1[CH:4]=[C:5]([CH:30]=[CH:31][CH:32]=1)[C:6]([NH:8][C:9]1[C:10]([C:26]([F:29])([F:28])[F:27])=[C:11]2[C:17]([CH:18]3[CH2:23][CH2:22][NH:21][CH2:20][CH:19]3[CH3:24])=[CH:16][N:15]([CH3:25])[C:12]2=[N:13][CH:14]=1)=[O:7])#[N:2].[C:33](Cl)(=[O:37])[CH:34]([CH3:36])[CH3:35], predict the reaction product. The product is: [C:1]([C:3]1[CH:4]=[C:5]([CH:30]=[CH:31][CH:32]=1)[C:6]([NH:8][C:9]1[C:10]([C:26]([F:28])([F:27])[F:29])=[C:11]2[C:17]([CH:18]3[CH2:23][CH2:22][N:21]([C:33](=[O:37])[CH:34]([CH3:36])[CH3:35])[CH2:20][CH:19]3[CH3:24])=[CH:16][N:15]([CH3:25])[C:12]2=[N:13][CH:14]=1)=[O:7])#[N:2]. (4) Given the reactants [Cl:1][C:2]1[CH:3]=[C:4]([C:9]2([C:25]([F:28])([F:27])[F:26])[S:13][N:12]=[C:11]([C:14]3[CH:19]=[CH:18][C:17]([CH2:20][NH:21][CH2:22][CH3:23])=[C:16]([CH3:24])[CH:15]=3)[CH2:10]2)[CH:5]=[C:6]([Cl:8])[CH:7]=1.[CH2:29]([S:31][CH2:32][C:33]([OH:35])=O)[CH3:30].F[P-](F)(F)(F)(F)F.Br[P+](N1CCCC1)(N1CCCC1)N1CCCC1.C(N(CC)C(C)C)(C)C, predict the reaction product. The product is: [Cl:1][C:2]1[CH:3]=[C:4]([C:9]2([C:25]([F:27])([F:26])[F:28])[S:13][N:12]=[C:11]([C:14]3[CH:19]=[CH:18][C:17]([CH2:20][N:21]([CH2:22][CH3:23])[C:33](=[O:35])[CH2:32][S:31][CH2:29][CH3:30])=[C:16]([CH3:24])[CH:15]=3)[CH2:10]2)[CH:5]=[C:6]([Cl:8])[CH:7]=1. (5) Given the reactants [H-].[Na+].[F:3][C:4]1[C:5]([CH2:16][N:17]([CH3:25])[C:18](=[O:24])[O:19][C:20]([CH3:23])([CH3:22])[CH3:21])=[CH:6][NH:7][C:8]=1[C:9]1[C:10]([F:15])=[N:11][CH:12]=[CH:13][CH:14]=1.C1OCCOCCOCCOCCOC1.[CH3:41][C:42]1[CH:47]=[CH:46][N:45]=[CH:44][C:43]=1[S:48](Cl)(=[O:50])=[O:49], predict the reaction product. The product is: [F:3][C:4]1[C:5]([CH2:16][N:17]([CH3:25])[C:18](=[O:24])[O:19][C:20]([CH3:21])([CH3:22])[CH3:23])=[CH:6][N:7]([S:48]([C:43]2[CH:44]=[N:45][CH:46]=[CH:47][C:42]=2[CH3:41])(=[O:50])=[O:49])[C:8]=1[C:9]1[C:10]([F:15])=[N:11][CH:12]=[CH:13][CH:14]=1. (6) Given the reactants [CH2:1]([NH:4][C:5]1[C:10]([C:11]#[N:12])=[CH:9][N:8]=[C:7](SC)[N:6]=1)[CH2:2][CH3:3].C1C=C(Cl)C=C(C(OO)=O)C=1.ClCCl.C(=O)([O-])O.[Na+].[N:34]1[CH:39]=[CH:38][C:37]([CH2:40][CH2:41][NH2:42])=[CH:36][CH:35]=1.C(Cl)(=O)C1C=CC=CC=1, predict the reaction product. The product is: [C:11]([C:10]1[C:5]([NH:4][CH2:1][CH2:2][CH3:3])=[N:6][C:7]([NH:42][CH2:41][CH2:40][C:37]2[CH:38]=[CH:39][N:34]=[CH:35][CH:36]=2)=[N:8][CH:9]=1)#[N:12]. (7) Given the reactants [O:1]=[C:2]1[C:11]2[C:6](=[CH:7][CH:8]=[CH:9][CH:10]=2)[S:5][C:4]2([CH2:16][CH2:15][N:14](C(OC(C)(C)C)=O)[CH2:13][CH2:12]2)[CH2:3]1.[ClH:24].O1CCOCC1, predict the reaction product. The product is: [ClH:24].[S:5]1[C:6]2[C:11](=[CH:10][CH:9]=[CH:8][CH:7]=2)[C:2](=[O:1])[CH2:3][C:4]21[CH2:16][CH2:15][NH:14][CH2:13][CH2:12]2.